This data is from Reaction yield outcomes from USPTO patents with 853,638 reactions. The task is: Predict the reaction yield, written as a fraction of the theoretical maximum amount of product (1.0 means a 100% yield; for example, 0.34 means a 34% yield). (1) The reactants are [Cl:1][C:2]1[CH:3]=[C:4]([N:8]2[C:13](=[O:14])[C:12](OS(C3C=CC(C)=CC=3)(=O)=O)=[C:11]([C:26]3[CH:31]=[CH:30][C:29]([S:32]([CH3:35])(=[O:34])=[O:33])=[CH:28][CH:27]=3)[CH:10]=[N:9]2)[CH:5]=[CH:6][CH:7]=1.[C:36]1(C)[C:41]([SH:42])=[CH:40][CH:39]=[CH:38][CH:37]=1.[C:44]([O-])([O-])=O.[K+].[K+].O. The product is [Cl:1][C:2]1[CH:3]=[C:4]([N:8]2[C:13](=[O:14])[C:12]([S:42][C:41]3[CH:36]=[CH:37][C:38]([CH3:44])=[CH:39][CH:40]=3)=[C:11]([C:26]3[CH:31]=[CH:30][C:29]([S:32]([CH3:35])(=[O:34])=[O:33])=[CH:28][CH:27]=3)[CH:10]=[N:9]2)[CH:5]=[CH:6][CH:7]=1. The catalyst is CCO. The yield is 0.830. (2) The reactants are [S:1]1[CH:5]=[CH:4][S:3][C:2]1=[C:6]1[S:10][C:9]2[S:11][C:12](=[C:14]3[S:18][C:17]([C:19]([O:21]C)=[O:20])=[CH:16][S:15]3)[S:13][C:8]=2[S:7]1.O1CCOCC1.[Li+].[OH-].Cl. The catalyst is CO.C1COCC1. The product is [S:1]1[CH:5]=[CH:4][S:3][C:2]1=[C:6]1[S:7][C:8]2[S:13][C:12](=[C:14]3[S:18][C:17]([C:19]([OH:21])=[O:20])=[CH:16][S:15]3)[S:11][C:9]=2[S:10]1. The yield is 0.910. (3) The reactants are [CH3:1][O:2][C:3]([C@H:5]1[CH2:10][CH2:9][C@H:8]([CH2:11][N:12]2[C:20](=[O:21])[NH:19][C:18]3[C:13]2=[N:14][C:15]([N:22]([CH2:24][CH2:25][O:26][CH3:27])[CH3:23])=[N:16][CH:17]=3)[CH2:7][CH2:6]1)=[O:4].[C:28]([O-])([O-])=O.[Cs+].[Cs+].COS(OC)(=O)=O.O. The catalyst is CN(C=O)C.C(Cl)Cl. The product is [CH3:1][O:2][C:3]([C@H:5]1[CH2:10][CH2:9][C@H:8]([CH2:11][N:12]2[C:20](=[O:21])[N:19]([CH3:28])[C:18]3[C:13]2=[N:14][C:15]([N:22]([CH2:24][CH2:25][O:26][CH3:27])[CH3:23])=[N:16][CH:17]=3)[CH2:7][CH2:6]1)=[O:4]. The yield is 0.910.